This data is from Forward reaction prediction with 1.9M reactions from USPTO patents (1976-2016). The task is: Predict the product of the given reaction. (1) The product is: [C:1]([NH:4][C:5]1[N:10]=[CH:9][C:8]([NH:11][C:12]([N:34]2[CH2:35][CH2:36][N:31]([C:29]3[S:28][N:27]=[C:26]([C:20]4[CH:25]=[CH:24][CH:23]=[CH:22][CH:21]=4)[N:30]=3)[CH2:32][CH2:33]2)=[O:19])=[CH:7][CH:6]=1)(=[O:3])[CH3:2]. Given the reactants [C:1]([NH:4][C:5]1[N:10]=[CH:9][C:8]([NH:11][C:12](=[O:19])OCC(Cl)(Cl)Cl)=[CH:7][CH:6]=1)(=[O:3])[CH3:2].[C:20]1([C:26]2[N:30]=[C:29]([N:31]3[CH2:36][CH2:35][NH:34][CH2:33][CH2:32]3)[S:28][N:27]=2)[CH:25]=[CH:24][CH:23]=[CH:22][CH:21]=1.C(N(C(C)C)CC)(C)C.O, predict the reaction product. (2) Given the reactants S1C=[C:4]([Si:6](C)([CH3:13])[C:7]2[CH:12]=[CH:11][CH:10]=[CH:9][CH:8]=2)C2C=CC=CC1=2.CC([O-])(C)C.[K+].[S:25]1[CH:29]=[CH:28][C:27]2[CH:30]=[CH:31][CH:32]=[CH:33][C:26]1=2, predict the reaction product. The product is: [S:25]1[C:29]([Si:6]([CH3:13])([CH3:4])[C:7]2[CH:12]=[CH:11][CH:10]=[CH:9][CH:8]=2)=[CH:28][C:27]2[CH:30]=[CH:31][CH:32]=[CH:33][C:26]1=2. (3) Given the reactants [CH3:1][O:2][C:3]1[CH:4]=[C:5](/[CH:15]=[CH:16]/[C:17]([OH:19])=O)[CH:6]=[CH:7][C:8]=1[N:9]1[CH:13]=[C:12]([CH3:14])[N:11]=[CH:10]1.Cl.[C:21]1([C:27]2[CH:28]=[C:29]([CH:32]=[CH:33][CH:34]=2)[CH2:30][NH2:31])[CH:26]=[CH:25][CH:24]=[CH:23][CH:22]=1.C(N(C(C)C)CC)(C)C.Cl.C(N=C=NCCCN(C)C)C.ON1C2C=CC=CC=2N=N1, predict the reaction product. The product is: [C:27]1([C:21]2[CH:26]=[CH:25][CH:24]=[CH:23][CH:22]=2)[CH:34]=[CH:33][CH:32]=[C:29]([CH2:30][NH:31][C:17](=[O:19])/[CH:16]=[CH:15]/[C:5]2[CH:6]=[CH:7][C:8]([N:9]3[CH:13]=[C:12]([CH3:14])[N:11]=[CH:10]3)=[C:3]([O:2][CH3:1])[CH:4]=2)[CH:28]=1. (4) Given the reactants [CH3:1][CH:2]1[CH2:7][CH2:6][CH2:5][CH:4]([CH3:8])[N:3]1[CH2:9][C:10]#[N:11], predict the reaction product. The product is: [CH3:1][CH:2]1[CH2:7][CH2:6][CH2:5][CH:4]([CH3:8])[N:3]1[CH2:9][CH2:10][NH2:11]. (5) Given the reactants [CH2:1]([N:3]1[CH:7]=[C:6]([C:8]2[S:12][C:11](N)=[N:10][N:9]=2)[CH:5]=[N:4]1)[CH3:2].CC(O)=O.N([O-])=O.[Na+].[ClH:22], predict the reaction product. The product is: [Cl:22][C:11]1[S:12][C:8]([C:6]2[CH:5]=[N:4][N:3]([CH2:1][CH3:2])[CH:7]=2)=[N:9][N:10]=1. (6) Given the reactants [Br:1][C:2]1[C:3]([CH3:11])=[CH:4][C:5]([C:8]([OH:10])=[O:9])=[N:6][CH:7]=1.C([O-])(O)=O.[Na+].[CH2:17](O)[CH3:18], predict the reaction product. The product is: [CH2:17]([O:9][C:8]([C:5]1[CH:4]=[C:3]([CH3:11])[C:2]([Br:1])=[CH:7][N:6]=1)=[O:10])[CH3:18]. (7) Given the reactants C([O:3][C:4](=[O:24])[CH2:5][N:6]1[C:12](=[O:13])[NH:11][C:10]2[CH:14]=[CH:15][CH:16]=[CH:17][C:9]=2[C:8]([CH:18]2[CH2:23][CH2:22][CH2:21][CH2:20][CH2:19]2)=[N:7]1)C.C(=O)([O-])[O-].[K+].[K+].Cl[CH2:32][C:33]([CH:35]1[CH2:39][CH2:38][CH2:37][CH2:36]1)=[O:34], predict the reaction product. The product is: [CH:18]1([C:8]2[C:9]3[CH:17]=[CH:16][CH:15]=[CH:14][C:10]=3[N:11]([CH2:32][C:33]([CH:35]3[CH2:39][CH2:38][CH2:37][CH2:36]3)=[O:34])[C:12](=[O:13])[N:6]([CH2:5][C:4]([OH:3])=[O:24])[N:7]=2)[CH2:23][CH2:22][CH2:21][CH2:20][CH2:19]1. (8) Given the reactants [CH:1]1([C:4]2[C:8]([C:9]([OH:11])=O)=[CH:7][O:6][N:5]=2)[CH2:3][CH2:2]1.S(Cl)(Cl)=O.[CH3:16][NH:17][C:18]1[CH:23]=[CH:22][N:21]=[N:20][CH:19]=1.C(N(CC)CC)C, predict the reaction product. The product is: [CH3:16][N:17]([C:18]1[CH:23]=[CH:22][N:21]=[N:20][CH:19]=1)[C:9]([C:8]1[C:4]([CH:1]2[CH2:2][CH2:3]2)=[N:5][O:6][CH:7]=1)=[O:11]. (9) Given the reactants Cl.Cl.[NH2:3][C:4]1[CH:5]=[C:6]([CH:34]=[CH:35][CH:36]=1)[O:7][C:8]1[CH:9]=[CH:10][C:11]2[N:15]=[C:14]([CH2:16][O:17][C:18]3[CH:31]=[CH:30][C:21]([CH2:22][CH:23]4[S:27][C:26](=[O:28])[NH:25][C:24]4=[O:29])=[CH:20][CH:19]=3)[N:13]([CH3:32])[C:12]=2[CH:33]=1.[C:37]12([N:47]=[C:48]=[O:49])[CH2:46][CH:41]3[CH2:42][CH:43]([CH2:45][CH:39]([CH2:40]3)[CH2:38]1)[CH2:44]2.C(N(CC)CC)C, predict the reaction product. The product is: [C:37]12([NH:47][C:48]([NH:3][C:4]3[CH:36]=[CH:35][CH:34]=[C:6]([O:7][C:8]4[CH:9]=[CH:10][C:11]5[N:15]=[C:14]([CH2:16][O:17][C:18]6[CH:31]=[CH:30][C:21]([CH2:22][CH:23]7[S:27][C:26](=[O:28])[NH:25][C:24]7=[O:29])=[CH:20][CH:19]=6)[N:13]([CH3:32])[C:12]=5[CH:33]=4)[CH:5]=3)=[O:49])[CH2:46][CH:41]3[CH2:42][CH:43]([CH2:45][CH:39]([CH2:40]3)[CH2:38]1)[CH2:44]2.